Regression. Given a peptide amino acid sequence and an MHC pseudo amino acid sequence, predict their binding affinity value. This is MHC class I binding data. From a dataset of Peptide-MHC class I binding affinity with 185,985 pairs from IEDB/IMGT. (1) The binding affinity (normalized) is 0.537. The peptide sequence is TVADIWHAM. The MHC is HLA-A25:01 with pseudo-sequence HLA-A25:01. (2) The peptide sequence is TFHGAKEI. The MHC is HLA-A01:01 with pseudo-sequence HLA-A01:01. The binding affinity (normalized) is 0. (3) The peptide sequence is NRWKSWFSY. The MHC is HLA-A26:03 with pseudo-sequence HLA-A26:03. The binding affinity (normalized) is 0.0847.